From a dataset of Forward reaction prediction with 1.9M reactions from USPTO patents (1976-2016). Predict the product of the given reaction. (1) Given the reactants [F:1][C:2]1[CH:7]=[CH:6][C:5]([O:8][CH2:9][CH2:10][CH3:11])=[CH:4][C:3]=1[F:12].CN(C)[CH:15]=[O:16].C(O)(=O)C.O, predict the reaction product. The product is: [F:12][C:3]1[C:2]([F:1])=[CH:7][CH:6]=[C:5]([O:8][CH2:9][CH2:10][CH3:11])[C:4]=1[CH:15]=[O:16]. (2) Given the reactants [Cl:1][C:2]1[CH:7]=[CH:6][C:5]([C@H:8]2[C@@H:13]([C:14]3[CH:19]=[CH:18][C:17]([Cl:20])=[CH:16][CH:15]=3)[N:12]([C@H:21]([CH2:27][CH2:28][CH3:29])[C:22]([O:24][CH2:25][CH3:26])=[O:23])[C:11](=[O:30])[CH2:10][O:9]2)=[CH:4][CH:3]=1.[CH2:31](Br)[CH:32]=[CH2:33].[Li+].C[Si]([N-][Si](C)(C)C)(C)C, predict the reaction product. The product is: [CH2:33]([C@H:10]1[C:11](=[O:30])[N:12]([C@H:21]([CH2:27][CH2:28][CH3:29])[C:22]([O:24][CH2:25][CH3:26])=[O:23])[C@H:13]([C:14]2[CH:19]=[CH:18][C:17]([Cl:20])=[CH:16][CH:15]=2)[C@H:8]([C:5]2[CH:6]=[CH:7][C:2]([Cl:1])=[CH:3][CH:4]=2)[O:9]1)[CH:32]=[CH2:31]. (3) Given the reactants [C:1]([NH2:4])(=[O:3])[CH3:2].[Li+:5].[C:6]([S:10]([N-:13][S:14]([C:17]([F:20])([F:19])[F:18])(=[O:16])=[O:15])(=[O:12])=[O:11])([F:9])([F:8])[F:7], predict the reaction product. The product is: [C:1]([NH2:4])(=[O:3])[CH3:2].[Li+:5].[C:17]([S:14]([N-:13][S:10]([C:6]([F:9])([F:8])[F:7])(=[O:12])=[O:11])(=[O:15])=[O:16])([F:19])([F:18])[F:20]. (4) Given the reactants F[C:2]1[CH:7]=[CH:6][C:5]([C:8]2[N:12]=[C:11]([C:13]3[CH:18]=[CH:17][C:16]([F:19])=[CH:15][CH:14]=3)[N:10]([CH2:20][C:21](O)=[O:22])[N:9]=2)=[CH:4][CH:3]=1.[CH3:24]CN(C(C)C)C(C)C.CN(C(ON1N=NC2C=CC=CC1=2)=[N+](C)C)C.[B-](F)(F)(F)F.[Br:55][C:56]1[S:57][C:58]2[CH2:64][CH2:63][NH:62][CH2:61][CH2:60][C:59]=2[N:65]=1, predict the reaction product. The product is: [Br:55][C:56]1[S:57][C:58]2[CH2:64][CH2:63][N:62]([C:21](=[O:22])[CH2:20][N:10]3[C:11]([C:13]4[CH:14]=[CH:15][C:16]([F:19])=[CH:17][CH:18]=4)=[N:12][C:8]([C:5]4[CH:4]=[CH:3][C:2]([CH3:24])=[CH:7][CH:6]=4)=[N:9]3)[CH2:61][CH2:60][C:59]=2[N:65]=1. (5) Given the reactants [CH3:1][C:2]1[N:3]([C:8]2[C:16]([CH3:17])=[CH:15][C:11]([C:12]([OH:14])=O)=[CH:10][C:9]=2[CH3:18])[C:4]([CH3:7])=[CH:5][CH:6]=1.C(Cl)(=O)C(Cl)=O.[CH:25]1[CH:26]=[CH:27][N:28]2[CH2:34][C:33]3[CH:35]=[CH:36][CH:37]=[CH:38][C:32]=3[NH:31][CH2:30][C:29]=12.CCN(C(C)C)C(C)C, predict the reaction product. The product is: [CH3:7][C:4]1[N:3]([C:8]2[C:9]([CH3:18])=[CH:10][C:11]([C:12]([N:31]3[C:32]4[CH:38]=[CH:37][CH:36]=[CH:35][C:33]=4[CH2:34][N:28]4[CH:27]=[CH:26][CH:25]=[C:29]4[CH2:30]3)=[O:14])=[CH:15][C:16]=2[CH3:17])[C:2]([CH3:1])=[CH:6][CH:5]=1. (6) Given the reactants [NH2:1][C:2]1[CH:3]=[C:4]2[C:9](=[CH:10][CH:11]=1)[NH:8][C:7](=[O:12])[CH:6]=[C:5]2[C:13]([F:16])([F:15])[F:14].[N:17]([O-])=O.[Na+].O.O.Cl[Sn]Cl, predict the reaction product. The product is: [NH:1]([C:2]1[CH:3]=[C:4]2[C:9](=[CH:10][CH:11]=1)[NH:8][C:7](=[O:12])[CH:6]=[C:5]2[C:13]([F:16])([F:14])[F:15])[NH2:17]. (7) Given the reactants [Na].[CH2:2]([OH:4])[CH3:3].Cl[C:6]1[CH:7]=[N:8][CH:9]=[C:10]([Cl:12])[CH:11]=1.CS(C)=O, predict the reaction product. The product is: [Cl:12][C:10]1[CH:9]=[N:8][CH:7]=[C:6]([O:4][CH2:2][CH3:3])[CH:11]=1. (8) Given the reactants [C:1]([NH:4][C@@H:5]1[C@@H:10]([NH2:11])[CH2:9][C:8]([C:12]([NH:14][C@@H:15]([CH2:20][CH2:21][CH2:22][CH2:23][NH:24][C:25](=[O:47])[CH2:26][CH2:27]/[CH:28]=[CH:29]\[CH2:30]/[CH:31]=[CH:32]\[CH2:33]/[CH:34]=[CH:35]\[CH2:36]/[CH:37]=[CH:38]\[CH2:39]/[CH:40]=[CH:41]\[CH2:42]/[CH:43]=[CH:44]\[CH2:45][CH3:46])[C:16]([O:18]C)=[O:17])=[O:13])=[CH:7][C@H:6]1[O:48][CH:49]([CH2:52][CH3:53])[CH2:50][CH3:51])(=[O:3])[CH3:2].[OH-].[Na+].Cl, predict the reaction product. The product is: [C:1]([NH:4][C@@H:5]1[C@@H:10]([NH2:11])[CH2:9][C:8]([C:12]([NH:14][C@@H:15]([CH2:20][CH2:21][CH2:22][CH2:23][NH:24][C:25](=[O:47])[CH2:26][CH2:27]/[CH:28]=[CH:29]\[CH2:30]/[CH:31]=[CH:32]\[CH2:33]/[CH:34]=[CH:35]\[CH2:36]/[CH:37]=[CH:38]\[CH2:39]/[CH:40]=[CH:41]\[CH2:42]/[CH:43]=[CH:44]\[CH2:45][CH3:46])[C:16]([OH:18])=[O:17])=[O:13])=[CH:7][C@H:6]1[O:48][CH:49]([CH2:50][CH3:51])[CH2:52][CH3:53])(=[O:3])[CH3:2].